This data is from Forward reaction prediction with 1.9M reactions from USPTO patents (1976-2016). The task is: Predict the product of the given reaction. (1) Given the reactants C([O:5][C:6]([C:8]1[C:13]([O:14][CH2:15][C:16]2[CH:21]=[CH:20][CH:19]=[CH:18][CH:17]=2)=[C:12]([OH:22])[N:11]=[C:10]([CH2:23][C:24]2([C:29]3[CH:34]=[CH:33][C:32]([C:35]([F:38])([F:37])[F:36])=[CH:31][CH:30]=3)[CH2:28][CH2:27][CH2:26][CH2:25]2)[N:9]=1)=[O:7])(C)(C)C.O1CCCC1.O.C(OCC)(=O)C, predict the reaction product. The product is: [CH2:15]([O:14][C:13]1[C:8]([C:6]([OH:7])=[O:5])=[N:9][C:10]([CH2:23][C:24]2([C:29]3[CH:30]=[CH:31][C:32]([C:35]([F:37])([F:38])[F:36])=[CH:33][CH:34]=3)[CH2:28][CH2:27][CH2:26][CH2:25]2)=[N:11][C:12]=1[OH:22])[C:16]1[CH:21]=[CH:20][CH:19]=[CH:18][CH:17]=1. (2) The product is: [Cl:12][C:13]1[CH:18]=[CH:17][C:16]([C:19]2[O:9][N:8]=[C:7]([C:6]3[CH:5]=[N:4][CH:3]=[C:2]([Cl:1])[CH:11]=3)[CH:20]=2)=[CH:15][CH:14]=1. Given the reactants [Cl:1][C:2]1[CH:3]=[N:4][CH:5]=[C:6]([CH:11]=1)[C:7](Cl)=[N:8][OH:9].[Cl:12][C:13]1[CH:18]=[CH:17][C:16]([C:19]#[CH:20])=[CH:15][CH:14]=1.N, predict the reaction product. (3) Given the reactants [NH2:1][C:2]1[C:3]([OH:13])=[C:4]([S:9]([NH2:12])(=[O:11])=[O:10])[C:5]([Cl:8])=[CH:6][CH:7]=1.[CH2:14]([N:16]=[C:17]=[O:18])[CH3:15], predict the reaction product. The product is: [NH2:12][S:9]([C:4]1[C:3]([OH:13])=[C:2]([NH:1][C:17]([NH:16][CH2:14][CH3:15])=[O:18])[CH:7]=[CH:6][C:5]=1[Cl:8])(=[O:11])=[O:10].